This data is from Full USPTO retrosynthesis dataset with 1.9M reactions from patents (1976-2016). The task is: Predict the reactants needed to synthesize the given product. (1) The reactants are: [CH3:1][O:2][C:3]1[CH:8]=[CH:7][C:6]([CH:9]([C:29]2[CH:34]=[CH:33][C:32]([O:35][CH3:36])=[CH:31][CH:30]=2)[N:10]2[C:15](=[O:16])[CH2:14][C@@H:13]([C:17]3[CH:22]=[C:21]([F:23])[C:20]([F:24])=[CH:19][C:18]=3[F:25])[C@H:12](C(O)=O)[CH2:11]2)=[CH:5][CH:4]=1.C([N:39]([CH2:42]C)CC)C.C1(P(N=[N+]=[N-])(C2C=CC=CC=2)=[O:51])C=CC=CC=1.[CH2:61]([OH:68])[C:62]1[CH:67]=[CH:66][CH:65]=[CH:64][CH:63]=1. Given the product [CH2:61]([O:68][C:42](=[O:51])[NH:39][C@H:12]1[C@H:13]([C:17]2[CH:22]=[C:21]([F:23])[C:20]([F:24])=[CH:19][C:18]=2[F:25])[CH2:14][C:15](=[O:16])[N:10]([CH:9]([C:6]2[CH:7]=[CH:8][C:3]([O:2][CH3:1])=[CH:4][CH:5]=2)[C:29]2[CH:34]=[CH:33][C:32]([O:35][CH3:36])=[CH:31][CH:30]=2)[CH2:11]1)[C:62]1[CH:67]=[CH:66][CH:65]=[CH:64][CH:63]=1, predict the reactants needed to synthesize it. (2) Given the product [Br:20][CH2:11][C:9]1[CH:8]=[C:7]([CH3:12])[CH:6]=[C:5]([C:1]([CH3:4])([CH3:3])[CH3:2])[CH:10]=1, predict the reactants needed to synthesize it. The reactants are: [C:1]([C:5]1[CH:6]=[C:7]([CH3:12])[CH:8]=[C:9]([CH3:11])[CH:10]=1)([CH3:4])([CH3:3])[CH3:2].C1C(=O)N([Br:20])C(=O)C1. (3) Given the product [F:15][C:11]1[C:10]([O:16][CH2:17][C:18]2[CH:23]=[CH:22][CH:21]=[CH:20][CH:19]=2)=[C:9]([C:5]2[N:4]([CH2:24][CH2:25][C:26]3[CH:31]=[CH:30][CH:29]=[CH:28][CH:27]=3)[C:3](=[O:32])[C:2]([C:35]3[S:39][C:38]([C:40]4[O:44][CH:43]=[N:42][CH:41]=4)=[CH:37][CH:36]=3)=[C:7]([CH3:8])[N:6]=2)[CH:14]=[CH:13][CH:12]=1, predict the reactants needed to synthesize it. The reactants are: Br[C:2]1[C:3](=[O:32])[N:4]([CH2:24][CH2:25][C:26]2[CH:31]=[CH:30][CH:29]=[CH:28][CH:27]=2)[C:5]([C:9]2[CH:14]=[CH:13][CH:12]=[C:11]([F:15])[C:10]=2[O:16][CH2:17][C:18]2[CH:23]=[CH:22][CH:21]=[CH:20][CH:19]=2)=[N:6][C:7]=1[CH3:8].C[Sn](C)(C)[C:35]1[S:39][C:38]([C:40]2[O:44][CH:43]=[N:42][CH:41]=2)=[CH:37][CH:36]=1.[F-].[Cs+]. (4) Given the product [Br:1][C:2]1[CH:3]=[C:4]([Cl:20])[CH:5]=[C:6]2[C:11]=1[O:10][C:9](=[O:12])[CH:8]=[C:7]2[NH:13][CH:14]1[CH2:15][CH2:16][N:17]([CH2:27][C:26]2[CH:21]=[CH:22][C:23]3[O:31][CH2:30][O:29][C:24]=3[CH:25]=2)[CH2:18][CH2:19]1, predict the reactants needed to synthesize it. The reactants are: [Br:1][C:2]1[CH:3]=[C:4]([Cl:20])[CH:5]=[C:6]2[C:11]=1[O:10][C:9](=[O:12])[CH:8]=[C:7]2[NH:13][CH:14]1[CH2:19][CH2:18][NH:17][CH2:16][CH2:15]1.[CH:21]1[C:26]([CH:27]=O)=[CH:25][C:24]2[O:29][CH2:30][O:31][C:23]=2[CH:22]=1.C([O-])([O-])=O.[K+].[K+].